Task: Binary Classification. Given a T-cell receptor sequence (or CDR3 region) and an epitope sequence, predict whether binding occurs between them.. Dataset: TCR-epitope binding with 47,182 pairs between 192 epitopes and 23,139 TCRs (1) The epitope is ILHCANFNV. The TCR CDR3 sequence is CASSPETRGSGDYEQYF. Result: 0 (the TCR does not bind to the epitope). (2) Result: 1 (the TCR binds to the epitope). The epitope is KPLEFGATSAAL. The TCR CDR3 sequence is CASSQLGLAYEQYF. (3) The epitope is LPAADLDDF. The TCR CDR3 sequence is CSVELAVNTGELFF. Result: 0 (the TCR does not bind to the epitope). (4) The TCR CDR3 sequence is CASSYPGLAGQQYF. Result: 1 (the TCR binds to the epitope). The epitope is KAYNVTQAF. (5) The epitope is SEVGPEHSLAEY. The TCR CDR3 sequence is CASSPSWDGYNSPLHF. Result: 1 (the TCR binds to the epitope). (6) The epitope is KAFSPEVIPMF. The TCR CDR3 sequence is CASSPGQGGYGQYF. Result: 1 (the TCR binds to the epitope). (7) The epitope is IYSKHTPINL. The TCR CDR3 sequence is CASSPKGQGATDTQYF. Result: 1 (the TCR binds to the epitope).